From a dataset of Reaction yield outcomes from USPTO patents with 853,638 reactions. Predict the reaction yield, written as a fraction of the theoretical maximum amount of product (1.0 means a 100% yield; for example, 0.34 means a 34% yield). (1) The reactants are C(O[C@H]1[C@H:10]([O:11][C:12](=[O:14])[CH3:13])[C@@H:9]([O:15][C:16](=[O:18])[CH3:17])[C@H:8]([C:19]2[CH:24]=[CH:23][C:22]([CH2:25]O)=[C:21]([CH:27]([C:29]3[CH:34]=[CH:33][C:32]([CH2:35][CH3:36])=[CH:31][CH:30]=3)[OH:28])[CH:20]=2)[O:7][C@@H]1COC(=O)C)(=O)C.[CH3:42][CH2:43][O:44][C:45]([CH3:47])=[O:46]. The catalyst is C1(C)C=CC=CC=1. The product is [C:45]([O:44][C@H:43]1[C@H:10]([O:11][C:12](=[O:14])[CH3:13])[C@@H:9]([O:15][C:16](=[O:18])[CH3:17])[C@H:8]([C:19]2[CH:20]=[C:21]3[C:22](=[CH:23][CH:24]=2)[CH2:25][O:28][CH:27]3[C:29]2[CH:30]=[CH:31][C:32]([CH2:35][CH3:36])=[CH:33][CH:34]=2)[O:7][C@@H:42]1[CH2:10][O:11][C:12](=[O:14])[CH3:13])(=[O:46])[CH3:47]. The yield is 0.790. (2) The reactants are [CH3:1][C:2]1[C:3]([C:8](=[O:10])[CH3:9])=[N:4][CH:5]=[CH:6][CH:7]=1.[C:11]([Mg]Br)#[CH:12]. The catalyst is C1COCC1. The product is [CH3:1][C:2]1[C:3]([C:8]([OH:10])([C:11]#[CH:12])[CH3:9])=[N:4][CH:5]=[CH:6][CH:7]=1. The yield is 0.880. (3) The reactants are [CH2:1]([O:3][C:4]([C:6]1[C:15](=[O:16])[C:14]2[C:9](=[C:10](/[CH:19]=[CH:20]\[CH2:21][C@@H:22]([NH2:32])[CH2:23][CH2:24][C:25]([O:27][C:28]([CH3:31])([CH3:30])[CH3:29])=[O:26])[C:11](F)=[C:12]([F:17])[CH:13]=2)[N:8]([CH:33]2[CH2:35][CH2:34]2)[CH:7]=1)=[O:5])[CH3:2].C(N(CC)C(C)C)(C)C. The catalyst is C(#N)C. The product is [CH2:1]([O:3][C:4]([C:6]1[C:15](=[O:16])[C:14]2[C:9](=[C:10]3[CH:19]=[CH:20][CH2:21][C@H:22]([CH2:23][CH2:24][C:25]([O:27][C:28]([CH3:31])([CH3:30])[CH3:29])=[O:26])[NH:32][C:11]3=[C:12]([F:17])[CH:13]=2)[N:8]([CH:33]2[CH2:35][CH2:34]2)[CH:7]=1)=[O:5])[CH3:2]. The yield is 0.380. (4) The reactants are [Br:1][C:2]1[CH:7]=[CH:6][N:5]=[C:4]2[N:8]([S:11]([C:14]3[CH:19]=[CH:18][CH:17]=[CH:16][CH:15]=3)(=[O:13])=[O:12])[CH:9]=[CH:10][C:3]=12.[Li+].[CH3:21]C([N-]C(C)C)C.CCCCCCC.C1COCC1.C(C1C=CC=CC=1)C.CI. The catalyst is C1COCC1. The product is [Br:1][C:2]1[CH:7]=[CH:6][N:5]=[C:4]2[N:8]([S:11]([C:14]3[CH:19]=[CH:18][CH:17]=[CH:16][CH:15]=3)(=[O:13])=[O:12])[C:9]([CH3:21])=[CH:10][C:3]=12. The yield is 0.800. (5) The reactants are [OH:1][C:2]1[C:11]([CH3:12])=[C:10](O)[CH:9]=[CH:8][C:3]=1[C:4]([O:6]C)=[O:5].[C:14](=O)([O-])[O-].[Cs+].[Cs+].I[CH2:21][CH3:22].[OH-].[Na+].CN([CH:28]=[O:29])C. The catalyst is O1CCOCC1. The product is [CH2:21]([O:1][C:2]1[C:11]([CH3:12])=[C:10]([O:29][CH2:28][CH3:14])[CH:9]=[CH:8][C:3]=1[C:4]([OH:6])=[O:5])[CH3:22]. The yield is 0.800. (6) The reactants are [C:1]1([C:7]2[CH:15]=[CH:14][CH:13]=[C:12]3[C:8]=2[C:9]2[CH:19]=[CH:18][CH:17]=[N:16][C:10]=2[NH:11]3)[CH:6]=[CH:5][CH:4]=[CH:3][CH:2]=1.[CH3:20][O:21]C1C=C(B(O)O)C=CC=1. No catalyst specified. The product is [CH3:20][O:21][C:5]1[CH:6]=[C:1]([C:7]2[CH:15]=[CH:14][CH:13]=[C:12]3[C:8]=2[C:9]2[CH:19]=[CH:18][CH:17]=[N:16][C:10]=2[NH:11]3)[CH:2]=[CH:3][CH:4]=1. The yield is 0.420. (7) The reactants are [OH:1][C:2]([C:44]1[S:45][CH:46]=[CH:47][CH:48]=1)([C:39]1[S:40][CH:41]=[CH:42][CH:43]=1)[C:3]([O:5][C@H:6]1[CH2:11][CH2:10][C@H:9]([N:12]([CH3:38])[CH2:13][CH2:14][CH2:15][C:16]2[C:24]3[C:19](=[CH:20][CH:21]=[CH:22][CH:23]=3)[N:18]([CH2:25][CH2:26]OS(C3C=CC(C)=CC=3)(=O)=O)[CH:17]=2)[CH2:8][CH2:7]1)=[O:4].[NH2:49][CH2:50][C@@H:51]([C:60]1[CH:69]=[CH:68][C:67]([OH:70])=[C:66]2[C:61]=1[CH:62]=[CH:63][C:64](=[O:71])[NH:65]2)[O:52][Si:53]([C:56]([CH3:59])([CH3:58])[CH3:57])([CH3:55])[CH3:54].C(=O)(O)[O-].[Na+].O. The catalyst is CN(C)C(=O)C. The product is [OH:1][C:2]([C:39]1[S:40][CH:41]=[CH:42][CH:43]=1)([C:44]1[S:45][CH:46]=[CH:47][CH:48]=1)[C:3]([O:5][C@H:6]1[CH2:11][CH2:10][C@H:9]([N:12]([CH2:13][CH2:14][CH2:15][C:16]2[C:24]3[C:19](=[CH:20][CH:21]=[CH:22][CH:23]=3)[N:18]([CH2:25][CH2:26][NH:49][CH2:50][C@H:51]([O:52][Si:53]([C:56]([CH3:59])([CH3:58])[CH3:57])([CH3:55])[CH3:54])[C:60]3[CH:69]=[CH:68][C:67]([OH:70])=[C:66]4[C:61]=3[CH:62]=[CH:63][C:64](=[O:71])[NH:65]4)[CH:17]=2)[CH3:38])[CH2:8][CH2:7]1)=[O:4]. The yield is 0.0500.